From a dataset of Reaction yield outcomes from USPTO patents with 853,638 reactions. Predict the reaction yield, written as a fraction of the theoretical maximum amount of product (1.0 means a 100% yield; for example, 0.34 means a 34% yield). (1) The reactants are [H-].[Al+3].[Li+].[H-].[H-].[H-].[CH3:7][O:8][C:9]1[CH:10]=[C:11]([CH:16]=[C:17]([N+:19]([O-:21])=[O:20])[CH:18]=1)[C:12](OC)=[O:13]. The catalyst is CCOCC. The product is [CH3:7][O:8][C:9]1[CH:10]=[C:11]([CH2:12][OH:13])[CH:16]=[C:17]([N+:19]([O-:21])=[O:20])[CH:18]=1. The yield is 0.680. (2) The reactants are [F:1][C:2]([F:24])([F:23])[C:3]1[CH:8]=[CH:7][CH:6]=[CH:5][C:4]=1/[CH:9]=[N:10]/[C@H:11]1[CH2:15][CH2:14][N:13]([C:16]([O:18][C:19]([CH3:22])([CH3:21])[CH3:20])=[O:17])[CH2:12]1. The catalyst is [Pd].C(O)C. The product is [F:23][C:2]([F:1])([F:24])[C:3]1[CH:8]=[CH:7][CH:6]=[CH:5][C:4]=1[CH2:9][NH:10][C@H:11]1[CH2:15][CH2:14][N:13]([C:16]([O:18][C:19]([CH3:20])([CH3:22])[CH3:21])=[O:17])[CH2:12]1. The yield is 0.580. (3) The reactants are [CH2:1]([C:3]1[N:7]([C:8]2[N:16]=[C:15]3[C:11]([N:12]=[C:13]([CH:18]=O)[N:14]3[CH3:17])=[C:10]([N:20]3[CH2:25][CH2:24][O:23][CH2:22][CH2:21]3)[N:9]=2)[C:6]2[CH:26]=[CH:27][CH:28]=[CH:29][C:5]=2[N:4]=1)[CH3:2].[F:30][CH:31]1[CH2:34][N:33]([CH:35]2[CH2:38][NH:37][CH2:36]2)[CH2:32]1.COC(OC)OC.C(O)(=O)C.C(O[BH-](OC(=O)C)OC(=O)C)(=O)C.[Na+]. The catalyst is ClCCCl. The product is [CH2:1]([C:3]1[N:7]([C:8]2[N:16]=[C:15]3[C:11]([N:12]=[C:13]([CH2:18][N:37]4[CH2:38][CH:35]([N:33]5[CH2:34][CH:31]([F:30])[CH2:32]5)[CH2:36]4)[N:14]3[CH3:17])=[C:10]([N:20]3[CH2:21][CH2:22][O:23][CH2:24][CH2:25]3)[N:9]=2)[C:6]2[CH:26]=[CH:27][CH:28]=[CH:29][C:5]=2[N:4]=1)[CH3:2]. The yield is 0.530. (4) The reactants are [Cl:1][C:2]1[CH:8]=[CH:7][C:6]([N+:9]([O-:11])=[O:10])=[CH:5][C:3]=1N.S(=O)(=O)(O)O.N([O-])=O.[Na+].[I-:21].[K+]. The catalyst is O. The product is [Cl:1][C:2]1[CH:8]=[CH:7][C:6]([N+:9]([O-:11])=[O:10])=[CH:5][C:3]=1[I:21]. The yield is 0.730. (5) The reactants are [NH2:1][CH:2]([CH2:5][CH2:6][C:7]([F:10])([F:9])[F:8])[C:3]#[N:4].[H-].[Al+3].[Li+].[H-].[H-].[H-].O.O.O.O.O.O.O.O.O.O.S([O-])([O-])(=O)=O.[Na+].[Na+]. The catalyst is O1CCCC1. The product is [F:8][C:7]([F:10])([F:9])[CH2:6][CH2:5][CH:2]([NH2:1])[CH2:3][NH2:4]. The yield is 0.320. (6) The reactants are [Li+].[Cl-].[BH4-].[Na+].[C:5]([C:7]1[CH:16]=[CH:15][C:10]([C:11](OC)=[O:12])=[CH:9][C:8]=1[CH3:17])#[N:6]. The catalyst is CO. The product is [OH:12][CH2:11][C:10]1[CH:15]=[CH:16][C:7]([C:5]#[N:6])=[C:8]([CH3:17])[CH:9]=1. The yield is 0.870. (7) The reactants are [Br:1][C:2]1[CH:7]=[CH:6][C:5]([CH2:8][C:9]([OH:11])=O)=[CH:4][C:3]=1[C:12]([F:15])([F:14])[F:13].[NH2:16][C:17]1[N:22]=[CH:21][C:20]([N:23]2[CH2:28][CH2:27][N:26]([C:29](=[O:31])[CH3:30])[CH2:25][CH2:24]2)=[CH:19][CH:18]=1.CN(C(ON1N=NC2C=CC=NC1=2)=[N+](C)C)C.F[P-](F)(F)(F)(F)F.CCN(C(C)C)C(C)C. The catalyst is CN(C=O)C. The product is [C:29]([N:26]1[CH2:25][CH2:24][N:23]([C:20]2[CH:19]=[CH:18][C:17]([NH:16][C:9](=[O:11])[CH2:8][C:5]3[CH:6]=[CH:7][C:2]([Br:1])=[C:3]([C:12]([F:15])([F:14])[F:13])[CH:4]=3)=[N:22][CH:21]=2)[CH2:28][CH2:27]1)(=[O:31])[CH3:30]. The yield is 0.950.